This data is from Full USPTO retrosynthesis dataset with 1.9M reactions from patents (1976-2016). The task is: Predict the reactants needed to synthesize the given product. (1) Given the product [Cl:1][C:2]1[CH:3]=[C:4]([CH:35]=[CH:36][CH:37]=1)[O:5][C:6]1[N:7]=[C:8]([CH2:32][CH2:33][CH3:34])[C:9]2[N:14]=[C:13]([C:15]3[CH:16]=[C:17]([CH3:31])[C:18]([O:19][CH2:20][C:21]([OH:23])=[O:22])=[C:28]([CH3:30])[CH:29]=3)[O:12][C:10]=2[N:11]=1, predict the reactants needed to synthesize it. The reactants are: [Cl:1][C:2]1[CH:3]=[C:4]([CH:35]=[CH:36][CH:37]=1)[O:5][C:6]1[N:7]=[C:8]([CH2:32][CH2:33][CH3:34])[C:9]2[N:14]=[C:13]([C:15]3[CH:29]=[C:28]([CH3:30])[C:18]([O:19][CH2:20][C:21]([O:23]C(C)(C)C)=[O:22])=[C:17]([CH3:31])[CH:16]=3)[O:12][C:10]=2[N:11]=1.FC(F)(F)C(O)=O. (2) The reactants are: [Br:1][C:2]1[CH:7]=[CH:6][C:5]2[C:8]3[C:13](Cl)=[N:12][CH:11]=[N:10][C:9]=3[S:15][C:4]=2[CH:3]=1.[Cl:16][C:17]1[CH:18]=[C:19]([NH2:32])[CH:20]=[CH:21][C:22]=1[O:23][CH2:24][C:25]1[CH:30]=[CH:29][CH:28]=[C:27]([F:31])[CH:26]=1.Cl. Given the product [Br:1][C:2]1[CH:7]=[CH:6][C:5]2[C:8]3[C:13]([NH:32][C:19]4[CH:20]=[CH:21][C:22]([O:23][CH2:24][C:25]5[CH:30]=[CH:29][CH:28]=[C:27]([F:31])[CH:26]=5)=[C:17]([Cl:16])[CH:18]=4)=[N:12][CH:11]=[N:10][C:9]=3[S:15][C:4]=2[CH:3]=1, predict the reactants needed to synthesize it.